Dataset: Reaction yield outcomes from USPTO patents with 853,638 reactions. Task: Predict the reaction yield, written as a fraction of the theoretical maximum amount of product (1.0 means a 100% yield; for example, 0.34 means a 34% yield). (1) The reactants are Cl[C:2]1[N:7]=[CH:6][N:5]=[C:4]([NH:8][C:9]2[CH:14]=[CH:13][CH:12]=[C:11]([N+:15]([O-:17])=[O:16])[CH:10]=2)[CH:3]=1.[CH3:18][O:19][C:20]1[CH:26]=[C:25]([N:27]2[CH2:32][CH2:31][N:30]([CH3:33])[CH2:29][CH2:28]2)[CH:24]=[CH:23][C:21]=1[NH2:22]. The catalyst is CC(O)CC.FC(F)(F)C(O)=O. The product is [CH3:18][O:19][C:20]1[CH:26]=[C:25]([N:27]2[CH2:28][CH2:29][N:30]([CH3:33])[CH2:31][CH2:32]2)[CH:24]=[CH:23][C:21]=1[NH:22][C:2]1[CH:3]=[C:4]([NH:8][C:9]2[CH:14]=[CH:13][CH:12]=[C:11]([N+:15]([O-:17])=[O:16])[CH:10]=2)[N:5]=[CH:6][N:7]=1. The yield is 0.750. (2) The reactants are C[Si](C)(C)CCOC(=O)[NH:7][N:8]1[C:12]([C:13]2[CH:18]=[CH:17][C:16]([C:19]([CH3:22])([CH3:21])[CH3:20])=[CH:15][CH:14]=2)=[CH:11][CH:10]=[C:9]1[C:23]1[CH:28]=[CH:27][C:26]([C:29]([CH3:32])([CH3:31])[CH3:30])=[CH:25][CH:24]=1.CCCC[N+](CCCC)(CCCC)CCCC.[F-]. The catalyst is C1COCC1. The product is [C:19]([C:16]1[CH:15]=[CH:14][C:13]([C:12]2[N:8]([NH2:7])[C:9]([C:23]3[CH:24]=[CH:25][C:26]([C:29]([CH3:32])([CH3:31])[CH3:30])=[CH:27][CH:28]=3)=[CH:10][CH:11]=2)=[CH:18][CH:17]=1)([CH3:22])([CH3:21])[CH3:20]. The yield is 0.800. (3) The reactants are [CH3:1][C:2]1([CH3:27])[O:6][CH:5]([CH2:7][O:8][C:9]2[CH:14]=[CH:13][CH:12]=[CH:11][C:10]=2[C:15]2[CH:16]=[CH:17][C:18]3[N:19]([C:21]([C:24]([OH:26])=O)=[CH:22][N:23]=3)[N:20]=2)[CH2:4][O:3]1.[O:28]1[CH2:33][CH2:32][N:31]([C:34]2[N:39]=[C:38]([NH2:40])[CH:37]=[CH:36][CH:35]=2)[CH2:30][CH2:29]1.CN(C(ON1N=NC2C=CC=NC1=2)=[N+](C)C)C.F[P-](F)(F)(F)(F)F.O1CCN(CC2N=C(NC(C3N4N=C(C5C=CC=CC=5C(F)(F)F)C=CC4=NC=3)=O)C=CC=2)CC1. No catalyst specified. The product is [CH3:1][C:2]1([CH3:27])[O:6][CH:5]([CH2:7][O:8][C:9]2[CH:14]=[CH:13][CH:12]=[CH:11][C:10]=2[C:15]2[CH:16]=[CH:17][C:18]3[N:19]([C:21]([C:24]([NH:40][C:38]4[CH:37]=[CH:36][CH:35]=[C:34]([N:31]5[CH2:32][CH2:33][O:28][CH2:29][CH2:30]5)[N:39]=4)=[O:26])=[CH:22][N:23]=3)[N:20]=2)[CH2:4][O:3]1. The yield is 0.430. (4) The reactants are [O:1]([C:8]1[CH:23]=[C:22]([C:24]([F:27])([F:26])[F:25])[CH:21]=[CH:20][C:9]=1[O:10][CH:11]([CH3:19])[CH2:12][CH2:13][O:14]S(C)(=O)=O)[C:2]1[CH:7]=[CH:6][CH:5]=[CH:4][CH:3]=1.C[O:29][C:30](=[O:39])[CH2:31][C:32]1[CH:37]=[CH:36][C:35](O)=[CH:34][CH:33]=1. No catalyst specified. The product is [O:1]([C:8]1[CH:23]=[C:22]([C:24]([F:27])([F:26])[F:25])[CH:21]=[CH:20][C:9]=1[O:10][C@H:11]([CH3:19])[CH2:12][CH2:13][O:14][C:35]1[CH:36]=[CH:37][C:32]([CH2:31][C:30]([OH:39])=[O:29])=[CH:33][CH:34]=1)[C:2]1[CH:7]=[CH:6][CH:5]=[CH:4][CH:3]=1. The yield is 0.540. (5) The reactants are [F:1][C:2]1[CH:7]=[CH:6][CH:5]=[C:4]([F:8])[C:3]=1[N:9]1[C:14]2[N:15]=[C:16](S(C)=O)[N:17]=[C:18]([C:19]3[CH:20]=[C:21]([CH:32]=[CH:33][C:34]=3[CH3:35])[C:22]([NH:24][C:25]3[CH:30]=[CH:29][C:28]([F:31])=[CH:27][CH:26]=3)=[O:23])[C:13]=2[CH:12]=[CH:11][C:10]1=[O:39].[CH3:40][N:41]([CH3:47])[CH2:42][CH2:43][CH2:44][NH:45][CH3:46]. The catalyst is C(Cl)Cl. The product is [F:1][C:2]1[CH:7]=[CH:6][CH:5]=[C:4]([F:8])[C:3]=1[N:9]1[C:14]2[N:15]=[C:16]([N:45]([CH2:44][CH2:43][CH2:42][N:41]([CH3:47])[CH3:40])[CH3:46])[N:17]=[C:18]([C:19]3[CH:20]=[C:21]([CH:32]=[CH:33][C:34]=3[CH3:35])[C:22]([NH:24][C:25]3[CH:30]=[CH:29][C:28]([F:31])=[CH:27][CH:26]=3)=[O:23])[C:13]=2[CH:12]=[CH:11][C:10]1=[O:39]. The yield is 0.630. (6) The reactants are [N+:1]([C:4]1[CH:5]=[C:6]([NH2:10])[CH:7]=[CH:8][CH:9]=1)([O-:3])=[O:2].[N:11]([O-])=O.[Na+].[Cl:15][Sn]Cl.O. The catalyst is O.Cl. The product is [ClH:15].[N+:1]([C:4]1[CH:5]=[C:6]([NH:10][NH2:11])[CH:7]=[CH:8][CH:9]=1)([O-:3])=[O:2]. The yield is 0.730.